From a dataset of Peptide-MHC class I binding affinity with 185,985 pairs from IEDB/IMGT. Regression. Given a peptide amino acid sequence and an MHC pseudo amino acid sequence, predict their binding affinity value. This is MHC class I binding data. (1) The peptide sequence is HQRRLVKLL. The MHC is HLA-A68:02 with pseudo-sequence HLA-A68:02. The binding affinity (normalized) is 0. (2) The peptide sequence is FPNLQVDPT. The MHC is HLA-A69:01 with pseudo-sequence HLA-A69:01. The binding affinity (normalized) is 0.0847. (3) The peptide sequence is LLFLVLIML. The MHC is HLA-A02:01 with pseudo-sequence HLA-A02:01. The binding affinity (normalized) is 0.475. (4) The peptide sequence is CPFLFLTVL. The MHC is HLA-B51:01 with pseudo-sequence HLA-B51:01. The binding affinity (normalized) is 0.389. (5) The peptide sequence is MSDIFHALV. The MHC is HLA-A01:01 with pseudo-sequence HLA-A01:01. The binding affinity (normalized) is 0.618. (6) The peptide sequence is LIPETVPYI. The MHC is HLA-A24:02 with pseudo-sequence HLA-A24:02. The binding affinity (normalized) is 0.377. (7) The peptide sequence is RLVPGATYAL. The MHC is HLA-A02:02 with pseudo-sequence HLA-A02:02. The binding affinity (normalized) is 0.774.